This data is from Forward reaction prediction with 1.9M reactions from USPTO patents (1976-2016). The task is: Predict the product of the given reaction. (1) Given the reactants [C:1]([O:4][CH:5]1[C:9]2=[N:10][CH:11]=[C:12]([N+:32]([O-])=O)[C:13]([N:14]3[CH2:19][C@H:18]([C:20]([F:23])([F:22])[F:21])[CH2:17][C@H:16]([NH:24][C:25]([O:27][C:28]([CH3:31])([CH3:30])[CH3:29])=[O:26])[CH2:15]3)=[C:8]2[CH2:7][CH2:6]1)(=[O:3])[CH3:2].CC(O)=O, predict the reaction product. The product is: [C:1]([O:4][CH:5]1[C:9]2=[N:10][CH:11]=[C:12]([NH2:32])[C:13]([N:14]3[CH2:19][C@H:18]([C:20]([F:21])([F:23])[F:22])[CH2:17][C@H:16]([NH:24][C:25]([O:27][C:28]([CH3:31])([CH3:30])[CH3:29])=[O:26])[CH2:15]3)=[C:8]2[CH2:7][CH2:6]1)(=[O:3])[CH3:2]. (2) Given the reactants [CH3:1][O:2][CH2:3][CH2:4][N:5]([CH2:20][CH2:21][O:22][CH3:23])[S:6]([C:9]1[C:14]([Cl:15])=[CH:13][CH:12]=[C:11]([N+:16]([O-])=O)[C:10]=1[OH:19])(=[O:8])=[O:7].[H][H], predict the reaction product. The product is: [CH3:23][O:22][CH2:21][CH2:20][N:5]([CH2:4][CH2:3][O:2][CH3:1])[S:6]([C:9]1[C:14]([Cl:15])=[CH:13][CH:12]=[C:11]([NH2:16])[C:10]=1[OH:19])(=[O:7])=[O:8].